From a dataset of Forward reaction prediction with 1.9M reactions from USPTO patents (1976-2016). Predict the product of the given reaction. (1) Given the reactants Br[C:2]1[CH:7]=[CH:6][CH:5]=[C:4]([Br:8])[CH:3]=1.C([Sn](CCCC)(CCCC)[C:14]1[O:15][CH:16]=[CH:17][CH:18]=1)CCC, predict the reaction product. The product is: [Br:8][C:4]1[CH:3]=[C:2]([C:14]2[O:15][CH:16]=[CH:17][CH:18]=2)[CH:7]=[CH:6][CH:5]=1. (2) Given the reactants NN.[Cl:3][C:4]1[S:8][C:7]([C:9]([NH:11][C@@H:12]([CH2:25][C:26]2[CH:31]=[CH:30][CH:29]=[C:28]([F:32])[CH:27]=2)[CH2:13][N:14]2C(=O)C3C(=CC=CC=3)C2=O)=[O:10])=[CH:6][C:5]=1[C:33]1[N:37]([CH2:38][CH3:39])[N:36]=[CH:35][C:34]=1[Cl:40], predict the reaction product. The product is: [NH2:14][CH2:13][C@@H:12]([NH:11][C:9]([C:7]1[S:8][C:4]([Cl:3])=[C:5]([C:33]2[N:37]([CH2:38][CH3:39])[N:36]=[CH:35][C:34]=2[Cl:40])[CH:6]=1)=[O:10])[CH2:25][C:26]1[CH:31]=[CH:30][CH:29]=[C:28]([F:32])[CH:27]=1.